From a dataset of Reaction yield outcomes from USPTO patents with 853,638 reactions. Predict the reaction yield, written as a fraction of the theoretical maximum amount of product (1.0 means a 100% yield; for example, 0.34 means a 34% yield). The reactants are Br[C:2]1[CH:14]=[CH:13][C:5]([O:6][CH2:7][CH2:8][NH:9][C:10](=[O:12])[CH3:11])=[CH:4][CH:3]=1.[CH3:15][C:16]1([CH3:30])[CH2:21][O:20][B:19]([B:19]2[O:20][CH2:21][C:16]([CH3:30])([CH3:15])[CH2:17][O:18]2)[O:18][CH2:17]1.CC([O-])=O.[K+].C(OCC)(=O)C. The catalyst is O1CCOCC1.C1C=CC(P(C2C=CC=CC=2)[C-]2C=CC=C2)=CC=1.C1C=CC(P(C2C=CC=CC=2)[C-]2C=CC=C2)=CC=1.Cl[Pd]Cl.[Fe+2]. The product is [CH3:15][C:16]1([CH3:30])[CH2:21][O:20][B:19]([C:2]2[CH:14]=[CH:13][C:5]([O:6][CH2:7][CH2:8][NH:9][C:10](=[O:12])[CH3:11])=[CH:4][CH:3]=2)[O:18][CH2:17]1. The yield is 0.440.